This data is from Reaction yield outcomes from USPTO patents with 853,638 reactions. The task is: Predict the reaction yield, written as a fraction of the theoretical maximum amount of product (1.0 means a 100% yield; for example, 0.34 means a 34% yield). (1) The catalyst is CN(C=O)C.CO. The product is [C:20]([O:27][C:2]1[CH:16]=[CH:15][C:5]2[C:6](=[O:14])[NH:7][C:8]3[C:13]([C:4]=2[CH:3]=1)=[CH:12][CH:11]=[CH:10][N:9]=3)([CH3:23])([CH3:21])[CH3:19]. The reactants are F[C:2]1[CH:16]=[CH:15][C:5]2[C:6](=[O:14])[NH:7][C:8]3[C:13]([C:4]=2[CH:3]=1)=[CH:12][CH:11]=[CH:10][N:9]=3.BrC1[CH:19]=[C:20]([CH:23]=CC=1)[CH2:21]O.C(=O)([O-])[O-:27].[K+].[K+]. The yield is 0.0300. (2) The reactants are C[O:2][C:3](=[O:20])[C:4]([N:7]([CH2:18][CH3:19])[S:8]([C:11]1[CH:16]=[CH:15][CH:14]=[CH:13][C:12]=1[CH3:17])(=[O:10])=[O:9])([CH3:6])[CH3:5].C1COCC1.CO.O[Li].O. The catalyst is O. The product is [CH2:18]([N:7]([C:4]([CH3:5])([CH3:6])[C:3]([OH:20])=[O:2])[S:8]([C:11]1[CH:16]=[CH:15][CH:14]=[CH:13][C:12]=1[CH3:17])(=[O:10])=[O:9])[CH3:19]. The yield is 0.980. (3) The reactants are [N:1]1[CH:6]=[CH:5][CH:4]=[CH:3][C:2]=1[N:7]1[CH2:12][CH2:11][NH:10][CH2:9][CH2:8]1.C=O.[F:15][C:16]1[CH:24]=[CH:23][C:19]([C:20]([NH2:22])=[O:21])=[CH:18][C:17]=1[CH3:25].[C:26](=O)([O-])[O-].[K+].[K+]. The catalyst is C(O)C. The product is [F:15][C:16]1[CH:24]=[CH:23][C:19]([C:20]([NH:22][CH2:26][N:10]2[CH2:9][CH2:8][N:7]([C:2]3[CH:3]=[CH:4][CH:5]=[CH:6][N:1]=3)[CH2:12][CH2:11]2)=[O:21])=[CH:18][C:17]=1[CH3:25]. The yield is 0.510.